Dataset: Catalyst prediction with 721,799 reactions and 888 catalyst types from USPTO. Task: Predict which catalyst facilitates the given reaction. Reactant: [CH3:1][C@@:2]([S:26]([CH3:29])(=[O:28])=[O:27])([CH2:13][CH2:14][N:15]1[CH:19]=[C:18]([C:20]2[CH:25]=[CH:24][CH:23]=[CH:22][CH:21]=2)[CH:17]=[N:16]1)[C:3]([NH:5][O:6]C1CCCCO1)=[O:4].Cl. Product: [OH:6][NH:5][C:3](=[O:4])[C@:2]([CH3:1])([S:26]([CH3:29])(=[O:28])=[O:27])[CH2:13][CH2:14][N:15]1[CH:19]=[C:18]([C:20]2[CH:25]=[CH:24][CH:23]=[CH:22][CH:21]=2)[CH:17]=[N:16]1. The catalyst class is: 1.